This data is from Catalyst prediction with 721,799 reactions and 888 catalyst types from USPTO. The task is: Predict which catalyst facilitates the given reaction. (1) Product: [F:21][C:17]1[CH:16]=[C:15]([C:13](=[O:14])[CH2:12][C:2]2[CH:7]=[CH:6][C:5]([C:8]([F:11])([F:10])[F:9])=[CH:4][N:3]=2)[CH:20]=[CH:19][CH:18]=1. The catalyst class is: 57. Reactant: Cl[C:2]1[CH:7]=[CH:6][C:5]([C:8]([F:11])([F:10])[F:9])=[CH:4][N:3]=1.[CH3:12][C:13]([C:15]1[CH:20]=[CH:19][CH:18]=[C:17]([F:21])[CH:16]=1)=[O:14].[H-].[Na+]. (2) Reactant: N.F[C:3](F)(F)[C:4]([NH:6][CH2:7][CH2:8][CH2:9][N:10](C)[CH2:11][CH2:12][CH2:13][NH:14][C:15]1[N:16]=[N+:17]([O-:27])[C:18]2[CH:25]=[C:24]([CH3:26])[CH:23]=[CH:22][C:19]=2[N+:20]=1[O-:21])=[O:5].N1([C:36]([C:38]2[C:51]3[C:42](=[N:43][C:44]4[C:49]([N:50]=3)=C(C)[CH:47]=[CH:46][CH:45]=4)[CH:41]=[CH:40][CH:39]=2)=O)C=CN=C1. Product: [CH3:36][C:38]1[CH:39]=[CH:40][CH:41]=[C:42]2[C:51]=1[N:50]=[C:49]1[C:44]([CH:45]=[CH:46][CH:47]=[C:3]1[C:4]([NH:6][CH2:7][CH2:8][CH2:9][NH:10][CH2:11][CH2:12][CH2:13][NH:14][C:15]1[N:16]=[N+:17]([O-:27])[C:18]3[CH:25]=[C:24]([CH3:26])[CH:23]=[CH:22][C:19]=3[N+:20]=1[O-:21])=[O:5])=[N:43]2. The catalyst class is: 5. (3) Reactant: C1(P(C2C=CC=CC=2)C2C=CC=CC=2)C=CC=CC=1.[C:20]([Cl:24])(Cl)(Cl)Cl.[CH2:25]([O:32][C:33]1[CH:38]=[CH:37][C:36]([CH2:39]CO)=[C:35]([N+:42]([O-:44])=[O:43])[CH:34]=1)[C:26]1[CH:31]=[CH:30][CH:29]=[CH:28][CH:27]=1. Product: [CH2:25]([O:32][C:33]1[CH:38]=[CH:37][C:36]([CH2:39][CH2:20][Cl:24])=[C:35]([N+:42]([O-:44])=[O:43])[CH:34]=1)[C:26]1[CH:27]=[CH:28][CH:29]=[CH:30][CH:31]=1. The catalyst class is: 2. (4) Reactant: [CH:1]1([NH2:6])[CH2:5][CH2:4][CH2:3][CH2:2]1.C[O:8][C:9](=O)/[CH:10]=[C:11](/[O:14][CH3:15])\[CH2:12]Cl.C(N(CC)CC)C.C1(N)CC1. Product: [CH:1]1([N:6]2[CH2:12][C:11]([O:14][CH3:15])=[CH:10][C:9]2=[O:8])[CH2:5][CH2:4][CH2:3][CH2:2]1. The catalyst class is: 115. (5) Product: [C:1]([O:5][C:6]([N:8]1[CH2:13][CH2:12][C:11](=[C:14]([C:15]2[CH:20]=[CH:19][C:18]([C:21]([N:22]([CH2:25][CH3:26])[CH2:23][CH3:24])=[O:27])=[CH:17][CH:16]=2)[C:43]2[CH:44]=[C:39]([CH:40]=[CH:41][CH:42]=2)[C:36]([OH:38])=[O:37])[CH2:10][CH2:9]1)=[O:7])([CH3:4])([CH3:3])[CH3:2]. The catalyst class is: 8. Reactant: [C:1]([O:5][C:6]([N:8]1[CH2:13][CH2:12][C:11](=[C:14](Br)[C:15]2[CH:20]=[CH:19][C:18]([C:21](=[O:27])[N:22]([CH2:25][CH3:26])[CH2:23][CH3:24])=[CH:17][CH:16]=2)[CH2:10][CH2:9]1)=[O:7])([CH3:4])([CH3:3])[CH3:2].C1(C)C=CC=CC=1.[C:36]([C:39]1[CH:40]=[C:41](B(O)O)[CH:42]=[CH:43][CH:44]=1)([OH:38])=[O:37].C(=O)([O-])[O-].[Na+].[Na+].